Dataset: Rat liver microsome stability data. Task: Regression/Classification. Given a drug SMILES string, predict its absorption, distribution, metabolism, or excretion properties. Task type varies by dataset: regression for continuous measurements (e.g., permeability, clearance, half-life) or binary classification for categorical outcomes (e.g., BBB penetration, CYP inhibition). Dataset: rlm. (1) The molecule is CC(=O)N[C@@H](CCCN)C(=O)NC(C)(C)C(N)=O. The result is 0 (unstable in rat liver microsomes). (2) The drug is CC(C)c1ccccc1-c1ncc(F)c(NC(C)(C)c2ccc(-n3ccnn3)cc2)n1. The result is 1 (stable in rat liver microsomes). (3) The molecule is O=C(Cc1ccc2ccccc2c1)Nc1ccc(S(=O)(=O)Nc2nccs2)cc1. The result is 0 (unstable in rat liver microsomes). (4) The compound is CCn1nnc2c(N3CCOCC3)nc(-c3ccc(NC(=O)Nc4ccncc4)cc3)nc21. The result is 1 (stable in rat liver microsomes). (5) The compound is COc1ccc(NC(=O)c2[nH]c(C)c(C(C)=O)c2C)cc1S(=O)(=O)Nc1ccc(C#N)cc1. The result is 0 (unstable in rat liver microsomes).